This data is from HIV replication inhibition screening data with 41,000+ compounds from the AIDS Antiviral Screen. The task is: Binary Classification. Given a drug SMILES string, predict its activity (active/inactive) in a high-throughput screening assay against a specified biological target. (1) The molecule is CCC(C)OC(=O)C(Br)=C1OC(=O)c2ccccc2-c2ccccc21. The result is 0 (inactive). (2) The compound is O=c1[nH]nc(-c2ccccc2)n1N=Cc1ccccc1. The result is 0 (inactive). (3) The drug is COC=C1C(=O)OC(C)(C)OC1=O. The result is 1 (active). (4) The compound is O=C1CC(c2cccc(Br)c2)n2cccc21. The result is 0 (inactive). (5) The molecule is CC1=C(C)C(=O)C(C2=CC(=O)C=CC2=O)=C(C2=CC(=O)C=CC2=O)C1=O. The result is 0 (inactive). (6) The drug is Cc1ccc(-c2n[nH]c(=O)[nH]2)cc1. The result is 0 (inactive).